Predict the reaction yield, written as a fraction of the theoretical maximum amount of product (1.0 means a 100% yield; for example, 0.34 means a 34% yield). From a dataset of Reaction yield outcomes from USPTO patents with 853,638 reactions. The reactants are Cl[C:2]1[C:11]([CH3:12])=[CH:10][C:9]2[C:4](=[CH:5][CH:6]=[CH:7][CH:8]=2)[N:3]=1.[C:13]1(B(O)O)[CH:18]=[CH:17][CH:16]=[CH:15][CH:14]=1.C1(P(C2C=CC=CC=2)C2C=CC=CC=2)C=CC=CC=1.C([O-])([O-])=O.[K+].[K+]. The catalyst is COCCOC. The product is [C:13]1([C:2]2[C:11]([CH3:12])=[CH:10][C:9]3[C:4](=[CH:5][CH:6]=[CH:7][CH:8]=3)[N:3]=2)[CH:18]=[CH:17][CH:16]=[CH:15][CH:14]=1. The yield is 0.958.